This data is from Reaction yield outcomes from USPTO patents with 853,638 reactions. The task is: Predict the reaction yield, written as a fraction of the theoretical maximum amount of product (1.0 means a 100% yield; for example, 0.34 means a 34% yield). The reactants are CO.[CH3:3][NH:4][NH2:5].CN([CH:9]=[C:10]1[C:15](=[O:16])[CH2:14][CH2:13][CH2:12][C:11]1=O)C. The catalyst is C(OCC)(=O)C. The product is [CH3:3][N:4]1[CH:11]2[CH:10]([C:15](=[O:16])[CH2:14][CH2:13][CH2:12]2)[CH:9]=[N:5]1. The yield is 0.690.